This data is from Full USPTO retrosynthesis dataset with 1.9M reactions from patents (1976-2016). The task is: Predict the reactants needed to synthesize the given product. Given the product [Cl:15][C:16]1[CH:21]=[CH:20][CH:19]=[C:18]([F:22])[C:17]=1[C:23]1[N:27]=[C:26]([C:28]2[C:32]([CH3:33])=[C:31]([C:7]3[CH:8]=[CH:9][C:4]([O:3][C:2]([F:14])([F:13])[F:1])=[CH:5][CH:6]=3)[S:30][CH:29]=2)[N:25]([CH3:35])[N:24]=1, predict the reactants needed to synthesize it. The reactants are: [F:1][C:2]([F:14])([F:13])[O:3][C:4]1[CH:9]=[CH:8][C:7](B(O)O)=[CH:6][CH:5]=1.[Cl:15][C:16]1[CH:21]=[CH:20][CH:19]=[C:18]([F:22])[C:17]=1[C:23]1[N:27]=[C:26]([C:28]2[C:32]([CH3:33])=[C:31](Br)[S:30][CH:29]=2)[N:25]([CH3:35])[N:24]=1.C(=O)([O-])[O-].[Na+].[Na+].C1(C)C=CC=CC=1P(C1C=CC=CC=1C)C1C=CC=CC=1C.Cl.